Dataset: Reaction yield outcomes from USPTO patents with 853,638 reactions. Task: Predict the reaction yield, written as a fraction of the theoretical maximum amount of product (1.0 means a 100% yield; for example, 0.34 means a 34% yield). (1) The reactants are [NH2:1][C@H:2]1[CH2:7][CH2:6][N:5]([C:8]2[S:9][CH:10]=[C:11]([CH2:13][C:14]([O:16][CH2:17][CH3:18])=[O:15])[N:12]=2)[CH2:4][C@H:3]1[O:19][CH3:20].[Cl:21][C:22]1[N:23]=[C:24]([C:29](O)=[O:30])[NH:25][C:26]=1[CH2:27][CH3:28].CCN=C=NCCCN(C)C.Cl.C1C=CC2N(O)N=NC=2C=1. No catalyst specified. The product is [Cl:21][C:22]1[N:23]=[C:24]([C:29]([NH:1][C@H:2]2[CH2:7][CH2:6][N:5]([C:8]3[S:9][CH:10]=[C:11]([CH2:13][C:14]([O:16][CH2:17][CH3:18])=[O:15])[N:12]=3)[CH2:4][C@H:3]2[O:19][CH3:20])=[O:30])[NH:25][C:26]=1[CH2:27][CH3:28]. The yield is 0.360. (2) The reactants are [CH:1]([O:14][C:15]1[C:24]2[N:23]=[CH:22][CH:21]=[N:20][C:19]=2[C:18]([O:25]C)=[C:17]2[C:27](=[O:39])[N:28]([CH2:31][C:32]3[CH:37]=[CH:36][C:35]([F:38])=[CH:34][CH:33]=3)[C:29](=[O:30])[C:16]=12)(C1C=CC=CC=1)C1C=CC=CC=1.C([SiH](CC)CC)C.FC(F)(F)C(O)=O. The catalyst is C(Cl)Cl. The product is [F:38][C:35]1[CH:34]=[CH:33][C:32]([CH2:31][N:28]2[C:27](=[O:39])[C:17]3[C:16](=[C:15]([O:14][CH3:1])[C:24]4[N:23]=[CH:22][CH:21]=[N:20][C:19]=4[C:18]=3[OH:25])[C:29]2=[O:30])=[CH:37][CH:36]=1. The yield is 0.670. (3) The catalyst is O. The reactants are [Cl-].O[NH3+:3].[C:4](=[O:7])([O-])[OH:5].[Na+].CS(C)=O.[CH2:13]([S:15][C:16]1[N:17]([CH2:30][C:31]2[CH:36]=[CH:35][C:34]([C:37]3[C:38]([C:43]#[N:44])=[CH:39][CH:40]=[CH:41][CH:42]=3)=[CH:33][CH:32]=2)[C:18](=[O:29])[C:19]([C:23]2[CH:28]=[CH:27][CH:26]=[CH:25][CH:24]=2)=[C:20]([CH3:22])[N:21]=1)[CH3:14]. The product is [CH2:13]([S:15][C:16]1[N:17]([CH2:30][C:31]2[CH:32]=[CH:33][C:34]([C:37]3[CH:42]=[CH:41][CH:40]=[CH:39][C:38]=3[C:43]3[NH:3][C:4](=[O:7])[O:5][N:44]=3)=[CH:35][CH:36]=2)[C:18](=[O:29])[C:19]([C:23]2[CH:24]=[CH:25][CH:26]=[CH:27][CH:28]=2)=[C:20]([CH3:22])[N:21]=1)[CH3:14]. The yield is 0.500. (4) The reactants are [Li+].[OH-].[O:3]=[C:4]1[CH2:8][CH2:7][CH2:6][N:5]1[CH:9]([CH2:14][CH:15]=[CH2:16])[C:10]([O:12]C)=[O:11].Cl. The catalyst is C1COCC1. The product is [O:3]=[C:4]1[CH2:8][CH2:7][CH2:6][N:5]1[CH:9]([CH2:14][CH:15]=[CH2:16])[C:10]([OH:12])=[O:11]. The yield is 0.810. (5) The reactants are Br.[CH2:2]([C:4]1[N:5]=[C:6]([C@@H:9]([NH2:20])[CH2:10][C:11]2[CH:16]=[CH:15][C:14]([N+:17]([O-:19])=[O:18])=[CH:13][CH:12]=2)[S:7][CH:8]=1)[CH3:3].[CH2:21]([CH:28]([C:32]([O:34][CH2:35][CH3:36])=[O:33])[C:29](O)=[O:30])[C:22]1[CH:27]=[CH:26][CH:25]=[CH:24][CH:23]=1.ON1C2C=CC=CC=2N=N1.CN(C)CCCN=C=NCC.C(N(C(C)C)CC)(C)C. The catalyst is CN(C=O)C.O. The product is [CH2:35]([O:34][C:32](=[O:33])[CH:28]([CH2:21][C:22]1[CH:27]=[CH:26][CH:25]=[CH:24][CH:23]=1)[C:29]([NH:20][C@H:9]([C:6]1[S:7][CH:8]=[C:4]([CH2:2][CH3:3])[N:5]=1)[CH2:10][C:11]1[CH:16]=[CH:15][C:14]([N+:17]([O-:19])=[O:18])=[CH:13][CH:12]=1)=[O:30])[CH3:36]. The yield is 0.310. (6) The reactants are [CH:1]([C:4]1[CH:9]=[CH:8][C:7]([C:10]([C:15]2[CH:20]=[CH:19][CH:18]=[CH:17][C:16]=2OC)(O)[CH:11]([CH3:13])[CH3:12])=[CH:6][CH:5]=1)([CH3:3])[CH3:2].Br.C(O)(=O)C.[OH2:28]. The product is [CH:1]([C:4]1[CH:9]=[CH:8][C:7]([CH:10]2[C:15]3[CH:16]=[CH:17][CH:18]=[CH:19][C:20]=3[O:28][C:11]2([CH3:13])[CH3:12])=[CH:6][CH:5]=1)([CH3:3])[CH3:2]. No catalyst specified. The yield is 0.890.